From a dataset of Reaction yield outcomes from USPTO patents with 853,638 reactions. Predict the reaction yield, written as a fraction of the theoretical maximum amount of product (1.0 means a 100% yield; for example, 0.34 means a 34% yield). (1) The reactants are [C:1]([O:5][C:6]([N:8]1[CH2:12][CH:11]([O:13][C:14]2[CH:19]=[CH:18][C:17]([F:20])=[CH:16][C:15]=2[F:21])[CH2:10][CH:9]1[C:22]([O:24]C)=[O:23])=[O:7])([CH3:4])([CH3:3])[CH3:2].[OH-].[Na+].Cl. The catalyst is C1COCC1. The product is [C:1]([O:5][C:6]([N:8]1[CH2:12][CH:11]([O:13][C:14]2[CH:19]=[CH:18][C:17]([F:20])=[CH:16][C:15]=2[F:21])[CH2:10][CH:9]1[C:22]([OH:24])=[O:23])=[O:7])([CH3:4])([CH3:2])[CH3:3]. The yield is 0.460. (2) The reactants are [NH2:1][C:2]1[C:7]2[N:8]([CH2:20][CH:21]([OH:24])[CH2:22][OH:23])[C:9]([NH:11][C:12]3[CH:17]=[CH:16][C:15]([Cl:18])=[CH:14][C:13]=3[Cl:19])=[N:10][C:6]=2[CH:5]=[CH:4][CH:3]=1.[CH:25](=O)[CH3:26].[C:28](O[BH3-])(=O)[CH3:29].[Na+]. The catalyst is CO.C(O)(=O)C.C(OCC)(=O)C. The product is [Cl:19][C:13]1[CH:14]=[C:15]([Cl:18])[CH:16]=[CH:17][C:12]=1[NH:11][C:9]1[N:8]([CH2:20][CH:21]([OH:24])[CH2:22][OH:23])[C:7]2[C:2]([N:1]([CH2:25][CH3:26])[CH2:28][CH3:29])=[CH:3][CH:4]=[CH:5][C:6]=2[N:10]=1. The yield is 0.980. (3) The reactants are [Cl:1][C:2]1[CH:3]=[C:4]2[C:8](=[CH:9][C:10]=1[Cl:11])[C:7](=O)[N:6]([C:13]1[C:14]([CH3:33])=[C:15]([CH3:32])[C:16]3[O:20][C:19]([CH3:22])([CH3:21])[CH:18]([C:23]4[CH:28]=[CH:27][C:26]([F:29])=[CH:25][CH:24]=4)[C:17]=3[C:30]=1[CH3:31])[C:5]2=O. The catalyst is C(OCC)(=O)C. The product is [Cl:11][C:10]1[CH:9]=[C:8]2[C:4](=[CH:3][C:2]=1[Cl:1])[CH2:5][N:6]([C:13]1[C:14]([CH3:33])=[C:15]([CH3:32])[C:16]3[O:20][C:19]([CH3:22])([CH3:21])[CH:18]([C:23]4[CH:28]=[CH:27][C:26]([F:29])=[CH:25][CH:24]=4)[C:17]=3[C:30]=1[CH3:31])[CH2:7]2. The yield is 0.250. (4) The reactants are Cl.[C:2](Cl)(=[O:9])[C:3]1[CH:8]=[CH:7][N:6]=[CH:5][CH:4]=1.C(N(CC)CC)C.ClCCl.[CH3:21][C:22]1[CH:23]=[CH:24][C:25]([N:29]2[CH2:34][CH2:33][CH2:32][CH2:31][CH2:30]2)=[C:26]([CH:28]=1)[NH2:27]. The catalyst is CN(C)C1C=CN=CC=1.O. The product is [CH3:21][C:22]1[CH:23]=[CH:24][C:25]([N:29]2[CH2:34][CH2:33][CH2:32][CH2:31][CH2:30]2)=[C:26]([NH:27][C:2](=[O:9])[C:3]2[CH:8]=[CH:7][N:6]=[CH:5][CH:4]=2)[CH:28]=1. The yield is 0.288. (5) The reactants are Cl[CH:2](Cl)[C:3](=O)[CH3:4].[CH:7]1([CH:13]=O)[CH2:12][CH2:11][CH2:10][CH2:9][CH2:8]1.CC([O-])(C)C.[K+].[C:21]([CH2:23][C:24]([NH2:26])=[O:25])#[N:22]. The catalyst is C1COCC1. The product is [CH:7]1([C:13]2[CH:2]=[C:3]([CH3:4])[NH:26][C:24](=[O:25])[C:23]=2[C:21]#[N:22])[CH2:8][CH2:9][CH2:10][CH2:11][CH2:12]1. The yield is 0.320. (6) The reactants are [NH2:1][C:2]1[CH:3]=[C:4]([CH:9]=[CH:10][C:11]=1[O:12][CH3:13])[C:5]([O:7][CH3:8])=[O:6].C1C=CC2N(O)N=NC=2C=1.[CH2:24]([O:42][CH:43]1[CH:48]([O:49][CH2:50][CH2:51][CH2:52][CH2:53][CH2:54][CH2:55][CH2:56][CH2:57][CH2:58][CH2:59][CH2:60][CH2:61][CH2:62][CH2:63][CH2:64][CH2:65][CH2:66][CH3:67])[CH:47]([O:68][CH2:69][CH2:70][CH2:71][CH2:72][CH2:73][CH2:74][CH2:75][CH2:76][CH2:77][CH2:78][CH2:79][CH2:80][CH2:81][CH2:82][CH2:83][CH2:84][CH2:85][CH3:86])[CH2:46][CH:45]([C:87](O)=[O:88])[CH2:44]1)[CH2:25][CH2:26][CH2:27][CH2:28][CH2:29][CH2:30][CH2:31][CH2:32][CH2:33][CH2:34][CH2:35][CH2:36][CH2:37][CH2:38][CH2:39][CH2:40][CH3:41].CCN=C=NCCCN(C)C.Cl. The catalyst is C(Cl)(Cl)Cl. The product is [CH3:13][O:12][C:11]1[CH:10]=[CH:9][C:4]([C:5]([O:7][CH3:8])=[O:6])=[CH:3][C:2]=1[NH:1][C:87]([CH:45]1[CH2:46][CH:47]([O:68][CH2:69][CH2:70][CH2:71][CH2:72][CH2:73][CH2:74][CH2:75][CH2:76][CH2:77][CH2:78][CH2:79][CH2:80][CH2:81][CH2:82][CH2:83][CH2:84][CH2:85][CH3:86])[CH:48]([O:49][CH2:50][CH2:51][CH2:52][CH2:53][CH2:54][CH2:55][CH2:56][CH2:57][CH2:58][CH2:59][CH2:60][CH2:61][CH2:62][CH2:63][CH2:64][CH2:65][CH2:66][CH3:67])[CH:43]([O:42][CH2:24][CH2:25][CH2:26][CH2:27][CH2:28][CH2:29][CH2:30][CH2:31][CH2:32][CH2:33][CH2:34][CH2:35][CH2:36][CH2:37][CH2:38][CH2:39][CH2:40][CH3:41])[CH2:44]1)=[O:88]. The yield is 0.950.